Dataset: Full USPTO retrosynthesis dataset with 1.9M reactions from patents (1976-2016). Task: Predict the reactants needed to synthesize the given product. (1) Given the product [NH2:26][C:17]1[CH:18]=[C:19]([CH:24]=[CH:25][C:16]=1[CH2:15][NH:14][CH:11]1[CH2:10][CH2:9][N:8]([CH2:7][C:1]2[CH:6]=[CH:5][CH:4]=[CH:3][CH:2]=2)[CH2:13][CH2:12]1)[C:20]([O:22][CH3:23])=[O:21], predict the reactants needed to synthesize it. The reactants are: [C:1]1([CH2:7][N:8]2[CH2:13][CH2:12][CH:11]([NH:14][CH2:15][C:16]3[CH:25]=[CH:24][C:19]([C:20]([O:22][CH3:23])=[O:21])=[CH:18][C:17]=3[N+:26]([O-])=O)[CH2:10][CH2:9]2)[CH:6]=[CH:5][CH:4]=[CH:3][CH:2]=1. (2) Given the product [C:7]([CH:9]=[C:19]1[CH2:24][CH2:23][N:22]([C:25]([O:27][C:28]([CH3:31])([CH3:30])[CH3:29])=[O:26])[CH2:21][CH2:20]1)#[N:8], predict the reactants needed to synthesize it. The reactants are: CC(C)([O-])C.[K+].[C:7]([CH2:9]P(=O)(OCC)OCC)#[N:8].O=[C:19]1[CH2:24][CH2:23][N:22]([C:25]([O:27][C:28]([CH3:31])([CH3:30])[CH3:29])=[O:26])[CH2:21][CH2:20]1. (3) Given the product [C:1]([O:5][C:6]([N:8]1[CH2:12][C@@H:11]([CH3:13])[CH2:10][C@H:9]1[C:14]1[NH:15][C:16]([F:26])=[C:17]([C:19]2[CH:20]=[CH:21][C:22]([Br:25])=[CH:23][CH:24]=2)[N:18]=1)=[O:7])([CH3:2])([CH3:3])[CH3:4], predict the reactants needed to synthesize it. The reactants are: [C:1]([O:5][C:6]([N:8]1[CH2:12][C@@H:11]([CH3:13])[CH2:10][C@H:9]1[C:14]1[NH:15][CH:16]=[C:17]([C:19]2[CH:24]=[CH:23][C:22]([Br:25])=[CH:21][CH:20]=2)[N:18]=1)=[O:7])([CH3:4])([CH3:3])[CH3:2].[F:26][B-](F)(F)F.F[B-](F)(F)F.F[N+]12CC[N+](O)(CC1)CC2. (4) The reactants are: [C:1]1([C:7]2[N:11]=[C:10]([N:12]3[CH2:17][CH2:16][NH:15][CH2:14][CH2:13]3)[S:9][N:8]=2)[CH:6]=[CH:5][CH:4]=[CH:3][CH:2]=1.C(N(CC)CC)C.[CH:25]1[C:34]2[C:29](=[CH:30][CH:31]=[CH:32][CH:33]=2)[CH:28]=[CH:27][C:26]=1[N:35]=[C:36]=[O:37]. Given the product [CH:25]1[C:34]2[C:29](=[CH:30][CH:31]=[CH:32][CH:33]=2)[CH:28]=[CH:27][C:26]=1[NH:35][C:36]([N:15]1[CH2:16][CH2:17][N:12]([C:10]2[S:9][N:8]=[C:7]([C:1]3[CH:2]=[CH:3][CH:4]=[CH:5][CH:6]=3)[N:11]=2)[CH2:13][CH2:14]1)=[O:37], predict the reactants needed to synthesize it. (5) Given the product [C:11]([O:15][C:16]([N:18]1[CH2:22][CH2:21][CH:20]([O:23][Si:24]([C:27]([CH3:30])([CH3:29])[CH3:28])([CH3:26])[CH3:25])[CH:19]1[CH:31]=[O:32])=[O:17])([CH3:14])([CH3:13])[CH3:12], predict the reactants needed to synthesize it. The reactants are: C(Cl)(=O)C(Cl)=O.CS(C)=O.[C:11]([O:15][C:16]([N:18]1[CH2:22][CH2:21][CH:20]([O:23][Si:24]([C:27]([CH3:30])([CH3:29])[CH3:28])([CH3:26])[CH3:25])[CH:19]1[CH2:31][OH:32])=[O:17])([CH3:14])([CH3:13])[CH3:12].